This data is from Reaction yield outcomes from USPTO patents with 853,638 reactions. The task is: Predict the reaction yield, written as a fraction of the theoretical maximum amount of product (1.0 means a 100% yield; for example, 0.34 means a 34% yield). (1) The reactants are CS([C:5]1[N:10]=[CH:9][C:8]([C:11]([O:13][CH2:14][CH3:15])=[O:12])=[CH:7][N:6]=1)(=O)=O.[OH-].[NH4+:17]. The catalyst is C(#N)C. The product is [NH2:17][C:5]1[N:10]=[CH:9][C:8]([C:11]([O:13][CH2:14][CH3:15])=[O:12])=[CH:7][N:6]=1. The yield is 0.760. (2) The reactants are [F:1][C:2]1[CH:3]=[N:4][C:5](C#N)=[N:6][CH:7]=1.[CH2:10]1[CH2:14][O:13]CC1.C[Mg+].[Br-]. The catalyst is CCOCC. The product is [F:1][C:2]1[CH:3]=[N:4][C:5]([C:14](=[O:13])[CH3:10])=[N:6][CH:7]=1. The yield is 0.460. (3) The reactants are CC1(C)C(C)(C)OB([C:9]2[CH:10]=[C:11]([NH:15][C:16](=[O:23])[C:17]3[CH:22]=[CH:21][CH:20]=[CH:19][CH:18]=3)[CH:12]=[N:13][CH:14]=2)O1.Cl[C:26]1[CH:27]=[CH:28][C:29]2[N:30]=[CH:31][N:32]=[C:33]([O:36][CH:37]3[CH2:42][CH2:41][O:40][CH2:39][CH2:38]3)[C:34]=2[N:35]=1.C(=O)(O)[O-].[Na+]. The catalyst is O1CCOCC1.C1C=CC(P(C2C=CC=CC=2)[C-]2C=CC=C2)=CC=1.C1C=CC(P(C2C=CC=CC=2)[C-]2C=CC=C2)=CC=1.Cl[Pd]Cl.[Fe+2].C(Cl)Cl. The product is [O:40]1[CH2:39][CH2:38][CH:37]([O:36][C:33]2[C:34]3[N:35]=[C:26]([C:9]4[CH:10]=[C:11]([NH:15][C:16](=[O:23])[C:17]5[CH:18]=[CH:19][CH:20]=[CH:21][CH:22]=5)[CH:12]=[N:13][CH:14]=4)[CH:27]=[CH:28][C:29]=3[N:30]=[CH:31][N:32]=2)[CH2:42][CH2:41]1. The yield is 0.630. (4) The reactants are [NH2:1][S:2]([N:5]([CH2:13][C@@H:14]1[CH2:18][C@@H:17]([O:19][C:20]2[CH:25]=[C:24]([NH:26][C@@H:27]3[C:35]4[C:30](=[CH:31][CH:32]=[CH:33][CH:34]=4)[CH2:29][C@@H:28]3[O:36][CH3:37])[N:23]=[CH:22][N:21]=2)[CH2:16][C@@H:15]1[OH:38])C(=O)OC(C)(C)C)(=[O:4])=[O:3].FC(F)(F)C(O)=O. The catalyst is C(Cl)Cl.C1(C)C=CC=CC=1. The product is [OH:38][C@H:15]1[CH2:16][C@H:17]([O:19][C:20]2[CH:25]=[C:24]([NH:26][C@@H:27]3[C:35]4[C:30](=[CH:31][CH:32]=[CH:33][CH:34]=4)[CH2:29][C@@H:28]3[O:36][CH3:37])[N:23]=[CH:22][N:21]=2)[CH2:18][C@H:14]1[CH2:13][NH:5][S:2]([NH2:1])(=[O:4])=[O:3]. The yield is 0.840. (5) The reactants are [CH3:1][O:2][C:3](=[O:29])[C@@H:4]([NH:11][C:12](=[O:28])[C@@H:13]([NH:17][C:18]([O:20]CC1C=CC=CC=1)=O)[CH:14]([CH3:16])[CH3:15])[CH:5]1[CH2:10][CH2:9][CH2:8][CH2:7][CH2:6]1.COC([C@@H:34]1[CH2:38][C@H:37]([O:39][C:40]2[C:49]3[C:44](=[CH:45][C:46]([O:50][CH3:51])=[CH:47][CH:48]=3)[N:43]=[C:42]([C:52]3[CH:57]=[CH:56][CH:55]=[CH:54][CH:53]=3)[CH:41]=2)[CH2:36][C@H:35]1[C:58](=[O:71])[NH:59][C@H:60]([C:64]([O:66][C:67]([CH3:70])([CH3:69])[CH3:68])=[O:65])[CH2:61][CH2:62][CH3:63])=O.[Li+].[OH-].Cl. The catalyst is C(O)C.O1CCOCC1.O.[Pd]. The product is [C:67]([O:66][C:64](=[O:65])[C@@H:60]([NH:59][C:58]([C@@H:35]1[CH2:36][C@@H:37]([O:39][C:40]2[C:49]3[C:44](=[CH:45][C:46]([O:50][CH3:51])=[CH:47][CH:48]=3)[N:43]=[C:42]([C:52]3[CH:53]=[CH:54][CH:55]=[CH:56][CH:57]=3)[CH:41]=2)[CH2:38][C@H:34]1[C:18](=[O:20])[NH:17][C@H:13]([C:12](=[O:28])[NH:11][C@@H:4]([CH:5]1[CH2:6][CH2:7][CH2:8][CH2:9][CH2:10]1)[C:3]([O:2][CH3:1])=[O:29])[CH:14]([CH3:15])[CH3:16])=[O:71])[CH2:61][CH2:62][CH3:63])([CH3:68])([CH3:69])[CH3:70]. The yield is 0.880.